Task: Regression/Classification. Given a drug SMILES string, predict its absorption, distribution, metabolism, or excretion properties. Task type varies by dataset: regression for continuous measurements (e.g., permeability, clearance, half-life) or binary classification for categorical outcomes (e.g., BBB penetration, CYP inhibition). Dataset: cyp2c9_veith.. Dataset: CYP2C9 inhibition data for predicting drug metabolism from PubChem BioAssay The compound is C=CCN1CC[C@]23c4c5ccc(O)c4O[C@@H]2/C(=N/NC(=O)c2ccccc2)CC[C@@]3(O)[C@H]1C5. The result is 0 (non-inhibitor).